This data is from Catalyst prediction with 721,799 reactions and 888 catalyst types from USPTO. The task is: Predict which catalyst facilitates the given reaction. (1) Reactant: [F:1][C:2]1[CH:7]=[C:6]([F:8])[C:5]([F:9])=[CH:4][C:3]=1[N:10]=[C:11]=S.[NH:13]([C:15]([C:17]([NH:19][C:20]1[CH:37]=[CH:36][C:23]([O:24][C@@H:25]2[CH2:30][CH2:29][C@H:28]([C:31]([O:33][CH2:34][CH3:35])=[O:32])[CH2:27][CH2:26]2)=[CH:22][C:21]=1[N+:38]([O-:40])=[O:39])=[O:18])=[O:16])[NH2:14].CCN=C=NCCCN(C)C.CCOC(C)=O. Product: [N+:38]([C:21]1[CH:22]=[C:23]([CH:36]=[CH:37][C:20]=1[NH:19][C:17]([C:15]1[O:16][C:11]([NH:10][C:3]2[CH:4]=[C:5]([F:9])[C:6]([F:8])=[CH:7][C:2]=2[F:1])=[N:14][N:13]=1)=[O:18])[O:24][C@@H:25]1[CH2:26][CH2:27][C@H:28]([C:31]([O:33][CH2:34][CH3:35])=[O:32])[CH2:29][CH2:30]1)([O-:40])=[O:39]. The catalyst class is: 287. (2) Reactant: O.Cl.C(OC([N:10]1[CH2:15][CH2:14][CH:13]([N:16]([CH2:21][C:22]2[S:26][C:25]([Cl:27])=[N:24][C:23]=2[Cl:28])[CH2:17][CH:18]([CH3:20])[CH3:19])[CH2:12][CH2:11]1)=O)(C)(C)C. Product: [CH3:19][CH:18]([CH3:20])[CH2:17][N:16]([CH2:21][C:22]1[S:26][C:25]([Cl:27])=[N:24][C:23]=1[Cl:28])[CH:13]1[CH2:14][CH2:15][NH:10][CH2:11][CH2:12]1. The catalyst class is: 1. (3) Reactant: [Cl:1][C:2]1[CH:7]=[CH:6][C:5]([C:8]2[C:17]3[C:12](=[CH:13][CH:14]=[C:15]([C:18]([OH:20])=O)[CH:16]=3)[CH:11]=[N:10][CH:9]=2)=[CH:4][CH:3]=1.C(N(CC)C(C)C)(C)C.F[P-](F)(F)(F)(F)F.N1(OC(N(C)C)=[N+](C)C)C2[N:42]=[CH:43][CH:44]=[CH:45][C:40]=2N=N1.C1(CN)CC1. Product: [Cl:1][C:2]1[CH:3]=[CH:4][C:5]([C:8]2[C:17]3[C:12](=[CH:13][CH:14]=[C:15]([C:18]([NH:42][CH2:43][CH:44]4[CH2:40][CH2:45]4)=[O:20])[CH:16]=3)[CH:11]=[N:10][CH:9]=2)=[CH:6][CH:7]=1. The catalyst class is: 9.